From a dataset of Forward reaction prediction with 1.9M reactions from USPTO patents (1976-2016). Predict the product of the given reaction. (1) Given the reactants C1N(CCO)CCN(CCS(O)(=O)=O)C1.[OH-].[Na+].C([NH:21][C@:22]([CH3:32])([C:29]([OH:31])=[O:30])[CH2:23][S:24][C:25]([CH3:28])([CH3:27])[CH3:26])(=O)N.NCCS.[OH-].[Na+].Cl, predict the reaction product. The product is: [C:25]([S:24][CH2:23][C@@:22]([CH3:32])([C:29]([OH:31])=[O:30])[NH2:21])([CH3:28])([CH3:26])[CH3:27]. (2) Given the reactants [OH:1][CH2:2][CH2:3][O:4][C:5]1[CH:10]=[CH:9][C:8]([CH:11]2[CH2:16][CH2:15][N:14]([C:17]([O-:19])=[O:18])[CH2:13][CH:12]2[O:20][CH2:21][C:22]2[CH:31]=[CH:30][C:29]3[C:24](=[CH:25][CH:26]=[CH:27][CH:28]=3)[CH:23]=2)=[CH:7][CH:6]=1.[Cl:32][C:33]1[CH:41]=[CH:40][CH:39]=[CH:38][C:34]=1[C:35](Cl)=[O:36], predict the reaction product. The product is: [Cl:32][C:33]1[CH:41]=[CH:40][CH:39]=[CH:38][C:34]=1[C:35]([O:1][CH2:2][CH2:3][O:4][C:5]1[CH:10]=[CH:9][C:8]([CH:11]2[CH2:16][CH2:15][N:14]([C:17]([O:19][C:8]([CH3:11])([CH3:9])[CH3:7])=[O:18])[CH2:13][CH:12]2[O:20][CH2:21][C:22]2[CH:31]=[CH:30][C:29]3[C:24](=[CH:25][CH:26]=[CH:27][CH:28]=3)[CH:23]=2)=[CH:7][CH:6]=1)=[O:36]. (3) Given the reactants [CH3:1][O:2][C:3]1[CH:4]=[C:5]2[C:10](=[CH:11][C:12]=1[O:13][CH3:14])[N:9]=[CH:8][CH:7]=[C:6]2[OH:15].C([O-])([O-])=O.[Cs+].[Cs+].CN(C=O)C.F[C:28]1[CH:33]=[CH:32][C:31]([N+:34]([O-:36])=[O:35])=[CH:30][C:29]=1[F:37], predict the reaction product. The product is: [F:37][C:29]1[CH:30]=[C:31]([N+:34]([O-:36])=[O:35])[CH:32]=[CH:33][C:28]=1[O:15][C:6]1[C:5]2[C:10](=[CH:11][C:12]([O:13][CH3:14])=[C:3]([O:2][CH3:1])[CH:4]=2)[N:9]=[CH:8][CH:7]=1.